This data is from Forward reaction prediction with 1.9M reactions from USPTO patents (1976-2016). The task is: Predict the product of the given reaction. (1) Given the reactants [CH3:1][Si:2]([CH3:38])([CH3:37])[CH2:3][CH2:4][O:5][CH2:6][N:7]([CH2:29][O:30][CH2:31][CH2:32][Si:33]([CH3:36])([CH3:35])[CH3:34])[C:8]1[N:13]2[N:14]=[CH:15][C:16]([C:17]3[CH:18]=[N:19][C:20]4[C:25]([CH:26]=3)=[CH:24][CH:23]=[CH:22][CH:21]=4)=[C:12]2[N:11]=[C:10]([CH:27]=O)[CH:9]=1.[NH:39]1[CH2:44][CH2:43][O:42][CH2:41][CH2:40]1.CC(O)=O.[BH3-]C#N.[Na+], predict the reaction product. The product is: [O:42]1[CH2:43][CH2:44][N:39]([CH2:27][C:10]2[CH:9]=[C:8]([N:7]([CH2:6][O:5][CH2:4][CH2:3][Si:2]([CH3:1])([CH3:37])[CH3:38])[CH2:29][O:30][CH2:31][CH2:32][Si:33]([CH3:35])([CH3:34])[CH3:36])[N:13]3[N:14]=[CH:15][C:16]([C:17]4[CH:18]=[N:19][C:20]5[C:25]([CH:26]=4)=[CH:24][CH:23]=[CH:22][CH:21]=5)=[C:12]3[N:11]=2)[CH2:40][CH2:41]1. (2) Given the reactants [NH2:1][C@:2]12[CH2:37][CH2:36][C@@H:35]([C:38]([CH3:40])=[CH2:39])[C@@H:3]1[C@@H:4]1[C@@:17]([CH3:20])([CH2:18][CH2:19]2)[C@@:16]2([CH3:21])[C@@H:7]([C@:8]3([CH3:34])[C@@H:13]([CH2:14][CH2:15]2)[C:12]([CH3:23])([CH3:22])[C:11]([C:24]2[CH:33]=[CH:32][C:27]([C:28]([O:30]C)=[O:29])=[CH:26][CH:25]=2)=[CH:10][CH2:9]3)[CH2:6][CH2:5]1.CN(C)CCC(N[C@]12CC[C@@H](C(C)=C)[C@@H]1[C@@H]1[C@@](C)(CC2)[C@@]2(C)[C@@H]([C@]3(C)[C@@H](CC2)C(C)(C)C(C2C=CC(C(O)=O)=CC=2)=CC3)CC1)=O.Cl.Cl.[OH:89][CH2:90][CH2:91][N:92]1[CH2:97][CH2:96][N:95]([CH2:98][C:99](O)=[O:100])[CH2:94][CH2:93]1, predict the reaction product. The product is: [OH:89][CH2:90][CH2:91][N:92]1[CH2:97][CH2:96][N:95]([CH2:98][C:99]([NH:1][C@:2]23[CH2:37][CH2:36][C@@H:35]([C:38]([CH3:40])=[CH2:39])[C@@H:3]2[C@@H:4]2[C@@:17]([CH3:20])([CH2:18][CH2:19]3)[C@@:16]3([CH3:21])[C@@H:7]([C@:8]4([CH3:34])[C@@H:13]([CH2:14][CH2:15]3)[C:12]([CH3:22])([CH3:23])[C:11]([C:24]3[CH:33]=[CH:32][C:27]([C:28]([OH:30])=[O:29])=[CH:26][CH:25]=3)=[CH:10][CH2:9]4)[CH2:6][CH2:5]2)=[O:100])[CH2:94][CH2:93]1.